Dataset: Peptide-MHC class II binding affinity with 134,281 pairs from IEDB. Task: Regression. Given a peptide amino acid sequence and an MHC pseudo amino acid sequence, predict their binding affinity value. This is MHC class II binding data. (1) The peptide sequence is DFDGRSEFAYGSFVR. The MHC is HLA-DQA10401-DQB10402 with pseudo-sequence HLA-DQA10401-DQB10402. The binding affinity (normalized) is 0.281. (2) The peptide sequence is SVLLTLVALAG. The MHC is HLA-DQA10102-DQB10602 with pseudo-sequence HLA-DQA10102-DQB10602. The binding affinity (normalized) is 0.461.